Dataset: Blood-brain barrier permeability classification from the B3DB database. Task: Regression/Classification. Given a drug SMILES string, predict its absorption, distribution, metabolism, or excretion properties. Task type varies by dataset: regression for continuous measurements (e.g., permeability, clearance, half-life) or binary classification for categorical outcomes (e.g., BBB penetration, CYP inhibition). Dataset: b3db_classification. (1) The molecule is Cn1nnnc1SCC1=C(C(=O)O)N2C(=O)[C@@H](NC(=O)CS/C=C/C#N)[C@H]2SC1. The result is 0 (does not penetrate BBB). (2) The molecule is O=c1[nH]c(=O)n(C2CC(O)C(CO)O2)cc1C=CBr. The result is 0 (does not penetrate BBB). (3) The compound is Cc1[nH]nc2c1N(c1ccccc1)C(=O)CC(=O)N2C. The result is 1 (penetrates BBB). (4) The drug is C#CCN[C@@H]1CCc2ccccc21. The result is 1 (penetrates BBB). (5) The compound is COC1C(O)CC(=O)OC(C)CC=CC=CC(OC2CCC(N(C)C)C(C)O2)C(C)CC(CC=O)C1OC1OC(C)C(OC2CC(C)(O)C(O)C(C)O2)C(N(C)C)C1O. The result is 0 (does not penetrate BBB). (6) The molecule is c1ccc([C@H]2CCN(C[C@H]3CCCc4c3ccc3c4OCO3)C2)cc1. The result is 1 (penetrates BBB). (7) The drug is CCN(CC)C(=O)N1CCN(C)CC1. The result is 0 (does not penetrate BBB). (8) The compound is Cc1cccc(C(C)c2cnc[nH]2)c1C. The result is 1 (penetrates BBB). (9) The drug is CCOC[C@]1(C(N)=S)[C@@H](S(=O)(=O)c2ccccc2)[C@@H]1c1ccc(OC)cc1. The result is 1 (penetrates BBB).